From a dataset of Reaction yield outcomes from USPTO patents with 853,638 reactions. Predict the reaction yield, written as a fraction of the theoretical maximum amount of product (1.0 means a 100% yield; for example, 0.34 means a 34% yield). (1) The yield is 0.885. The reactants are [Br:1][C:2]1[C:3]([F:20])=[C:4]([F:19])[C:5]([NH:11][C:12]2[CH:17]=[CH:16][CH:15]=[CH:14][C:13]=2[F:18])=[C:6]([CH:10]=1)[C:7]([OH:9])=[O:8].S(Cl)(Cl)=O.[CH3:25]O. The product is [Br:1][C:2]1[C:3]([F:20])=[C:4]([F:19])[C:5]([NH:11][C:12]2[CH:17]=[CH:16][CH:15]=[CH:14][C:13]=2[F:18])=[C:6]([CH:10]=1)[C:7]([O:9][CH3:25])=[O:8]. No catalyst specified. (2) The reactants are [C:1]([C:3]1[CH:4]=[C:5]2[C:9](=[CH:10][CH:11]=1)[NH:8][C:7]([Si](CC)(CC)CC)=[C:6]2[CH2:19][CH2:20][NH:21][C:22]([C:24]1[CH:28]=[C:27]([CH2:29][C:30]2[CH:35]=[C:34]([F:36])[CH:33]=[CH:32][C:31]=2[F:37])[O:26][N:25]=1)=[O:23])#[N:2]. The catalyst is FC(F)(F)C(O)=O. The product is [C:1]([C:3]1[CH:4]=[C:5]2[C:9](=[CH:10][CH:11]=1)[NH:8][CH:7]=[C:6]2[CH2:19][CH2:20][NH:21][C:22]([C:24]1[CH:28]=[C:27]([CH2:29][C:30]2[CH:35]=[C:34]([F:36])[CH:33]=[CH:32][C:31]=2[F:37])[O:26][N:25]=1)=[O:23])#[N:2]. The yield is 0.470. (3) The reactants are C(OC([N:8]1[CH2:12][CH2:11][CH:10]([NH:13][C:14]2[N:23]=[CH:22][C:21]3[CH2:20][CH2:19][C:18]4[C:24]([C:28]([O:30][CH2:31][CH3:32])=[O:29])=[N:25][N:26]([CH3:27])[C:17]=4[C:16]=3[N:15]=2)[CH2:9]1)=O)(C)(C)C.C1(NC2N=CC3C=CC4C(C(N)=O)=NN(C)C=4C=3N=2)CCCCC1. No catalyst specified. The product is [CH2:28]([O:30][CH2:31][CH3:32])[CH3:24].[CH3:27][N:26]1[C:17]2[C:16]3[N:15]=[C:14]([NH:13][CH:10]4[CH2:11][CH2:12][NH:8][CH2:9]4)[N:23]=[CH:22][C:21]=3[CH2:20][CH2:19][C:18]=2[C:24]([C:28]([O:30][CH2:31][CH3:32])=[O:29])=[N:25]1. The yield is 0.600.